This data is from Full USPTO retrosynthesis dataset with 1.9M reactions from patents (1976-2016). The task is: Predict the reactants needed to synthesize the given product. Given the product [O:1]1[C:5]2[CH:6]=[CH:7][C:8]([C:10]3([C:13]([NH:15][C:16]4[CH:21]=[CH:20][CH:19]=[C:18]([NH:72][C:71]5[CH:73]=[CH:74][CH:75]=[CH:76][C:70]=5[O:69][CH3:68])[N:17]=4)=[O:14])[CH2:12][CH2:11]3)=[CH:9][C:4]=2[O:3][CH2:2]1, predict the reactants needed to synthesize it. The reactants are: [O:1]1[C:5]2[CH:6]=[CH:7][C:8]([C:10]3([C:13]([NH:15][C:16]4[CH:21]=[CH:20][CH:19]=[C:18](Br)[N:17]=4)=[O:14])[CH2:12][CH2:11]3)=[CH:9][C:4]=2[O:3][CH2:2]1.CC1(C)C2C(=C(P(C3C=CC=CC=3)C3C=CC=CC=3)C=CC=2)OC2C(P(C3C=CC=CC=3)C3C=CC=CC=3)=CC=CC1=2.C(Cl)Cl.[CH3:68][O:69][C:70]1[CH:76]=[CH:75][CH:74]=[CH:73][C:71]=1[NH2:72].